Dataset: Forward reaction prediction with 1.9M reactions from USPTO patents (1976-2016). Task: Predict the product of the given reaction. (1) Given the reactants [Cl:1][C:2]1[N:3]=[C:4]([N:18]2[CH2:23][CH2:22][O:21][CH2:20][CH2:19]2)[C:5]2[S:10][C:9]([CH2:11][N:12]3[CH2:17][CH2:16][NH:15][CH2:14][CH2:13]3)=[CH:8][C:6]=2[N:7]=1.[C:24](O)(=[O:27])[CH2:25][OH:26], predict the reaction product. The product is: [Cl:1][C:2]1[N:3]=[C:4]([N:18]2[CH2:19][CH2:20][O:21][CH2:22][CH2:23]2)[C:5]2[S:10][C:9]([CH2:11][N:12]3[CH2:17][CH2:16][N:15]([C:25](=[O:26])[CH2:24][OH:27])[CH2:14][CH2:13]3)=[CH:8][C:6]=2[N:7]=1. (2) Given the reactants [O:1]=[C:2]1[NH:7][C:6]2[CH:8]=[C:9]([CH2:12][N:13]3[CH2:18][CH2:17][N:16]([C:19]4[CH:29]=[CH:28][C:22]([C:23]([O:25]CC)=[O:24])=[CH:21][CH:20]=4)[CH2:15][CH2:14]3)[CH:10]=[N:11][C:5]=2[N:4]2[CH2:30][CH2:31][CH2:32][C@@H:3]12.[Li+].[OH-], predict the reaction product. The product is: [O:1]=[C:2]1[NH:7][C:6]2[CH:8]=[C:9]([CH2:12][N:13]3[CH2:14][CH2:15][N:16]([C:19]4[CH:29]=[CH:28][C:22]([C:23]([OH:25])=[O:24])=[CH:21][CH:20]=4)[CH2:17][CH2:18]3)[CH:10]=[N:11][C:5]=2[N:4]2[CH2:30][CH2:31][CH2:32][C@@H:3]12. (3) Given the reactants [C:1]([C:3]1[CH:8]=[C:7]([C:9]2[C:10]([C:20]3[C:21]([F:41])=[C:22]([N:26](COC)[S:27]([C:30]4[CH:35]=[C:34]([F:36])[CH:33]=[CH:32][C:31]=4[F:37])(=[O:29])=[O:28])[CH:23]=[CH:24][CH:25]=3)=[N:11][N:12]([CH:14]3[CH2:19][CH2:18][O:17][CH2:16][CH2:15]3)[CH:13]=2)[CH:6]=[CH:5][N:4]=1)#[N:2].Cl.[O:43]1CCOCC1, predict the reaction product. The product is: [F:37][C:31]1[CH:32]=[CH:33][C:34]([F:36])=[CH:35][C:30]=1[S:27]([NH:26][C:22]1[C:21]([F:41])=[C:20]([C:10]2[C:9]([C:7]3[CH:6]=[CH:5][N:4]=[C:3]([C:1]([NH2:2])=[O:43])[CH:8]=3)=[CH:13][N:12]([CH:14]3[CH2:19][CH2:18][O:17][CH2:16][CH2:15]3)[N:11]=2)[CH:25]=[CH:24][CH:23]=1)(=[O:29])=[O:28]. (4) The product is: [NH2:1][CH2:2][C@@:3]1([CH2:10][C:11]([OH:13])=[O:12])[CH2:9][C@H:8]2[C@@H:4]1[CH:5]=[CH:6][CH2:7]2. Given the reactants [NH2:1][CH2:2][C@@:3]1([CH2:10][C:11]([O:13]C(C)(C)C)=[O:12])[CH2:9][C@H:8]2[C@@H:4]1[CH:5]=[CH:6][CH2:7]2, predict the reaction product.